Predict the reaction yield, written as a fraction of the theoretical maximum amount of product (1.0 means a 100% yield; for example, 0.34 means a 34% yield). From a dataset of Reaction yield outcomes from USPTO patents with 853,638 reactions. (1) The reactants are [OH-].[K+].C([O:5][C:6](=[O:24])[CH2:7][CH2:8][CH2:9][CH2:10][CH2:11][CH2:12][N:13]1[NH:17][C:16]([C:18]2[CH:23]=[CH:22][CH:21]=[CH:20][CH:19]=2)=[N:15][CH2:14]1)C. The catalyst is O.C1COCC1.CO. The product is [C:18]1([C:16]2[NH:17][N:13]([CH2:12][CH2:11][CH2:10][CH2:9][CH2:8][CH2:7][C:6]([OH:24])=[O:5])[CH2:14][N:15]=2)[CH:19]=[CH:20][CH:21]=[CH:22][CH:23]=1. The yield is 0.990. (2) The reactants are Br[C:2]1[CH:7]=[CH:6][C:5]([CH:8]([CH3:15])[CH2:9][NH:10][S:11]([CH3:14])(=[O:13])=[O:12])=[CH:4][CH:3]=1.[CH3:16][O:17][C:18]1[CH:23]=[CH:22][CH:21]=[CH:20][C:19]=1B(O)O.C(=O)([O-])[O-].[K+].[K+]. The catalyst is O1CCOCC1.O.[Pd].C1(P(C2C=CC=CC=2)C2C=CC=CC=2)C=CC=CC=1.C1(P(C2C=CC=CC=2)C2C=CC=CC=2)C=CC=CC=1.C1(P(C2C=CC=CC=2)C2C=CC=CC=2)C=CC=CC=1.C1(P(C2C=CC=CC=2)C2C=CC=CC=2)C=CC=CC=1. The product is [CH3:16][O:17][C:18]1[CH:23]=[CH:22][CH:21]=[CH:20][C:19]=1[C:2]1[CH:7]=[CH:6][C:5]([CH:8]([CH3:15])[CH2:9][NH:10][S:11]([CH3:14])(=[O:13])=[O:12])=[CH:4][CH:3]=1. The yield is 0.900. (3) The reactants are [C:1]([O:5][C:6]([NH:8][CH2:9][CH:10]1[CH2:15][CH2:14][CH2:13][NH:12][CH2:11]1)=[O:7])([CH3:4])([CH3:3])[CH3:2].C[Si]([N:20]=[C:21]=[O:22])(C)C. The catalyst is ClCCl. The product is [C:1]([O:5][C:6]([NH:8][CH2:9][CH:10]1[CH2:15][CH2:14][CH2:13][N:12]([C:21]([NH2:20])=[O:22])[CH2:11]1)=[O:7])([CH3:4])([CH3:2])[CH3:3]. The yield is 0.850. (4) The reactants are [F:1][C:2]1[CH:3]=[CH:4][C:5]([NH:8][C:9](=[O:14])[C:10]([CH3:13])([CH3:12])[CH3:11])=[N:6][CH:7]=1.C([Li])(C)(C)C.C(C1C=CC(S([N:41]=[N+:42]=[N-:43])(=O)=O)=CC=1)CCCCCCCCCCC.[NH4+].[Cl-]. The catalyst is O1CCCC1. The product is [N:41]([C:4]1[C:5]([NH:8][C:9](=[O:14])[C:10]([CH3:11])([CH3:13])[CH3:12])=[N:6][CH:7]=[C:2]([F:1])[CH:3]=1)=[N+:42]=[N-:43]. The yield is 0.420. (5) The reactants are [Cl:1][C:2]1[N:7]=[C:6]([CH2:8][C:9]2[C:14]([Cl:15])=[CH:13][CH:12]=[CH:11][C:10]=2[Cl:16])[N:5]=[C:4]([NH:17][C:18]2[CH:25]=[CH:24][C:21]([C:22]#[N:23])=[CH:20][CH:19]=2)[N:3]=1.C[Si](C)(C)[O:28][NH2:29]. The catalyst is O1CCOCC1. The product is [OH2:28].[ClH:1].[Cl:16][C:10]1[CH:11]=[CH:12][CH:13]=[C:14]([Cl:15])[C:9]=1[CH2:8][C:6]1[N:7]=[C:2]([NH:29][OH:28])[N:3]=[C:4]([NH:17][C:18]2[CH:25]=[CH:24][C:21]([C:22]#[N:23])=[CH:20][CH:19]=2)[N:5]=1. The yield is 0.598. (6) The reactants are [CH2:1]([O:8][CH2:9][C:10]([OH:12])=O)[C:2]1[CH:7]=[CH:6][CH:5]=[CH:4][CH:3]=1.C(Cl)(=O)C(Cl)=O.C(N(CC)CC)C.[F:26][C:27]1[CH:28]=[C:29]([CH:31]=[CH:32][CH:33]=1)[NH2:30]. The catalyst is C(Cl)Cl.CN(C=O)C. The product is [CH2:1]([O:8][CH2:9][C:10]([NH:30][C:29]1[CH:31]=[CH:32][CH:33]=[C:27]([F:26])[CH:28]=1)=[O:12])[C:2]1[CH:3]=[CH:4][CH:5]=[CH:6][CH:7]=1. The yield is 0.950. (7) The reactants are [F:1][C:2]1[CH:10]=[CH:9][C:5]([C:6](O)=[O:7])=[CH:4][C:3]=1[N+:11]([O-:13])=[O:12].C(Cl)(=O)C([Cl:17])=O. The catalyst is C(Cl)Cl.CN(C=O)C. The product is [F:1][C:2]1[CH:10]=[CH:9][C:5]([C:6]([Cl:17])=[O:7])=[CH:4][C:3]=1[N+:11]([O-:13])=[O:12]. The yield is 0.900.